This data is from Peptide-MHC class I binding affinity with 185,985 pairs from IEDB/IMGT. The task is: Regression. Given a peptide amino acid sequence and an MHC pseudo amino acid sequence, predict their binding affinity value. This is MHC class I binding data. (1) The peptide sequence is RQLQREGLV. The MHC is HLA-A02:19 with pseudo-sequence HLA-A02:19. The binding affinity (normalized) is 0.0997. (2) The peptide sequence is LTSAQSGDY. The MHC is HLA-B15:01 with pseudo-sequence HLA-B15:01. The binding affinity (normalized) is 0.441. (3) The peptide sequence is FRNQVKIRR. The MHC is HLA-A69:01 with pseudo-sequence HLA-A69:01. The binding affinity (normalized) is 0.0847. (4) The peptide sequence is SSFDYCGVNH. The MHC is HLA-A68:01 with pseudo-sequence HLA-A68:01. The binding affinity (normalized) is 0.427.